Dataset: Reaction yield outcomes from USPTO patents with 853,638 reactions. Task: Predict the reaction yield, written as a fraction of the theoretical maximum amount of product (1.0 means a 100% yield; for example, 0.34 means a 34% yield). (1) The reactants are [Br:1][C:2]1[CH:9]=[CH:8][C:5]([CH2:6][OH:7])=[CH:4][CH:3]=1.CN(C)C=O.[H-].[Na+].F[C:18]1[CH:23]=[C:22]([CH3:24])[CH:21]=[CH:20][N:19]=1. The catalyst is O. The product is [Br:1][C:2]1[CH:9]=[CH:8][C:5]([CH2:6][O:7][C:18]2[CH:23]=[C:22]([CH3:24])[CH:21]=[CH:20][N:19]=2)=[CH:4][CH:3]=1. The yield is 0.588. (2) The reactants are [C:1]([O:5][C:6]([N:8]1[CH2:13][CH2:12][NH:11][CH2:10][CH2:9]1)=[O:7])([CH3:4])([CH3:3])[CH3:2].[N+](C1C=CC([O:23][C:24](=O)[NH:25][C:26]2[CH:31]=[CH:30][C:29]([O:32][CH:33]([CH3:35])[CH3:34])=[CH:28][CH:27]=2)=CC=1)([O-])=O. The catalyst is CC#N. The product is [C:1]([O:5][C:6]([N:8]1[CH2:13][CH2:12][N:11]([C:24](=[O:23])[NH:25][C:26]2[CH:31]=[CH:30][C:29]([O:32][CH:33]([CH3:34])[CH3:35])=[CH:28][CH:27]=2)[CH2:10][CH2:9]1)=[O:7])([CH3:4])([CH3:2])[CH3:3]. The yield is 0.930. (3) The reactants are C=C[C@@H]1[C@@H]2C[C@H]([C@@H:11]([OH:22])[C:12]3C=CN=C4C=CC=CC=34)N(CC2)C1.N1C=CC=CC=1.[CH3:29][NH:30][C:31]([C:33]1[CH:42]=[CH:41][C:40]2[C:35](=[CH:36][CH:37]=[C:38]([C:43]([C:45]3[N:46]=[CH:47][N:48]([S:50]([C:53]4[CH:58]=[CH:57][CH:56]=[CH:55][CH:54]=4)(=[O:52])=[O:51])[CH:49]=3)=[O:44])[CH:39]=2)[CH:34]=1)=[O:32].C(O)(=O)[CH2:60][C:61](CC(O)=O)(C(O)=O)[OH:62]. The catalyst is O.CO.C(OCC)(=O)C.C1COCC1. The product is [OH:44][C@@:43]([C:38]1[CH:37]=[CH:36][C:35]2[C:40](=[CH:41][CH:42]=[C:33]([C:31]([NH:30][CH3:29])=[O:32])[CH:34]=2)[CH:39]=1)([C:45]1[N:46]=[CH:47][N:48]([S:50]([C:53]2[CH:58]=[CH:57][CH:56]=[CH:55][CH:54]=2)(=[O:52])=[O:51])[CH:49]=1)[CH2:60][C:61]([O:22][CH2:11][CH3:12])=[O:62]. The yield is 0.880. (4) The reactants are [Cl:1][C:2]1[CH:7]=[C:6]([CH2:8][C:9]([O:11][CH3:12])=[O:10])[CH:5]=[CH:4][C:3]=1[C:13]1[C:18]([F:19])=[CH:17][C:16](OS(C(F)(F)F)(=O)=O)=[CH:15][C:14]=1[F:28].C([O-])(=O)C.[K+].[CH3:34][C:35]1([CH3:51])[C:39]([CH3:41])([CH3:40])[O:38][B:37]([B:37]2[O:38][C:39]([CH3:41])([CH3:40])[C:35]([CH3:51])([CH3:34])[O:36]2)[O:36]1. The catalyst is O1CCOCC1.Cl[Pd]Cl.C1(P(C2C=CC=CC=2)[C-]2C=CC=C2)C=CC=CC=1.[C-]1(P(C2C=CC=CC=2)C2C=CC=CC=2)C=CC=C1.[Fe+2].C1(P(C2C=CC=CC=2)[C-]2C=CC=C2)C=CC=CC=1.[C-]1(P(C2C=CC=CC=2)C2C=CC=CC=2)C=CC=C1.[Fe+2]. The product is [Cl:1][C:2]1[CH:7]=[C:6]([CH2:8][C:9]([O:11][CH3:12])=[O:10])[CH:5]=[CH:4][C:3]=1[C:13]1[C:14]([F:28])=[CH:15][C:16]([B:37]2[O:38][C:39]([CH3:41])([CH3:40])[C:35]([CH3:51])([CH3:34])[O:36]2)=[CH:17][C:18]=1[F:19]. The yield is 0.810. (5) The reactants are [CH3:1][C:2]1[CH:6]=[C:5]([NH2:7])[S:4][N:3]=1.Cl[C:9]([O:11][C:12]1[CH:17]=[CH:16][CH:15]=[CH:14][CH:13]=1)=[O:10]. The catalyst is N1C=CC=CC=1. The product is [CH3:1][C:2]1[CH:6]=[C:5]([NH:7][C:9](=[O:10])[O:11][C:12]2[CH:17]=[CH:16][CH:15]=[CH:14][CH:13]=2)[S:4][N:3]=1. The yield is 0.710. (6) The catalyst is O.C(#N)C. The yield is 0.680. The reactants are FC(F)(F)C(O)=O.C(OC([N:15]1[CH2:20][CH2:19][O:18][CH:17]([C:21]2[CH:26]=[CH:25][C:24]([NH:27][C:28]([NH:30][C:31]3[CH:32]=[N:33][C:34]([Cl:37])=[CH:35][CH:36]=3)=[O:29])=[C:23]([Br:38])[CH:22]=2)[CH2:16]1)=O)(C)(C)C.[OH-].[Na+]. The product is [Br:38][C:23]1[CH:22]=[C:21]([CH:17]2[O:18][CH2:19][CH2:20][NH:15][CH2:16]2)[CH:26]=[CH:25][C:24]=1[NH:27][C:28]([NH:30][C:31]1[CH:32]=[N:33][C:34]([Cl:37])=[CH:35][CH:36]=1)=[O:29]. (7) The reactants are Cl.[CH3:2][C:3]1([CH3:11])[CH2:7][NH:6][C@H:5]([C:8]([OH:10])=[O:9])[CH2:4]1.[CH3:12]CN(C(C)C)C(C)C. The catalyst is [Pd].C=O. The product is [CH3:12][N:6]1[CH2:7][C:3]([CH3:11])([CH3:2])[CH2:4][C@H:5]1[C:8]([OH:10])=[O:9]. The yield is 0.990.